From a dataset of Full USPTO retrosynthesis dataset with 1.9M reactions from patents (1976-2016). Predict the reactants needed to synthesize the given product. (1) Given the product [CH2:1]([O:8][N:9]1[C:15](=[O:16])[N:14]2[CH2:17][C@H:10]1[CH2:11][CH2:12][C@H:13]2[C:18]([O:20][N:37]1[C:45](=[O:46])[C@H:44]2[C@H:39]([CH2:40][CH:41]=[CH:42][CH2:43]2)[C:38]1=[O:47])=[O:19])[C:2]1[CH:7]=[CH:6][CH:5]=[CH:4][CH:3]=1, predict the reactants needed to synthesize it. The reactants are: [CH2:1]([O:8][N:9]1[C:15](=[O:16])[N:14]2[CH2:17][C@H:10]1[CH2:11][CH2:12][C@H:13]2[C:18]([OH:20])=[O:19])[C:2]1[CH:7]=[CH:6][CH:5]=[CH:4][CH:3]=1.ClC(OCC(C)C)=O.C(N(CC)CC)C.O[N:37]1[C:45](=[O:46])[C@H:44]2[C@H:39]([CH2:40][CH:41]=[CH:42][CH2:43]2)[C:38]1=[O:47]. (2) Given the product [NH2:23][C@@H:21]1[CH2:20][C@H:16]2[O:17][CH2:18][CH2:19][C@@:15]2([C:13]([N:9]2[CH2:8][CH2:7][C:6]3[N:5]=[CH:4][C:3]([C:2]([F:32])([F:31])[F:1])=[CH:12][C:11]=3[CH2:10]2)=[O:14])[CH2:22]1, predict the reactants needed to synthesize it. The reactants are: [F:1][C:2]([F:32])([F:31])[C:3]1[CH:4]=[N:5][C:6]2[CH2:7][CH2:8][N:9]([C:13]([C@:15]34[CH2:22][C@H:21]([NH:23]C(=O)OC(C)(C)C)[CH2:20][C@H:16]3[O:17][CH2:18][CH2:19]4)=[O:14])[CH2:10][C:11]=2[CH:12]=1.C(O)(C(F)(F)F)=O. (3) Given the product [CH:12]([NH:1][C:2]1[CH:3]=[C:4]([CH:8]=[CH:9][C:10]=1[CH3:11])[C:5]([OH:7])=[O:6])=[O:13], predict the reactants needed to synthesize it. The reactants are: [NH2:1][C:2]1[CH:3]=[C:4]([CH:8]=[CH:9][C:10]=1[CH3:11])[C:5]([OH:7])=[O:6].[CH:12](O)=[O:13]. (4) Given the product [CH2:2]([O:3][C:4](=[O:5])/[CH:6]=[CH:7]/[CH:8]=[C:33]1/[CH2:34][N:30]([C:23]([O:25][C:26]([CH3:29])([CH3:28])[CH3:27])=[O:24])[CH2:31][CH2:32]/1)[CH3:1], predict the reactants needed to synthesize it. The reactants are: [CH3:1][CH2:2][O:3][C:4](/[CH:6]=[CH:7]/[CH2:8]P(OCC)(OCC)=O)=[O:5].CC(C)([O-])C.[K+].[C:23]([N:30]1[CH2:34][CH2:33][C:32](=O)[CH2:31]1)([O:25][C:26]([CH3:29])([CH3:28])[CH3:27])=[O:24].C(=O)([O-])[O-].[Na+].[Na+]. (5) Given the product [F:24][C:25]1[CH:30]=[C:29]([F:31])[CH:28]=[CH:27][C:26]=1[S:32]([NH:1][C:2]1[CH:7]=[N:6][CH:5]=[C:4]([C:8]2[S:12][C:11]([C:13]3[CH:22]=[C:21]4[C:16]([CH2:17][CH2:18][NH:19][C:20]4=[O:23])=[CH:15][CH:14]=3)=[CH:10][CH:9]=2)[CH:3]=1)(=[O:34])=[O:33], predict the reactants needed to synthesize it. The reactants are: [NH2:1][C:2]1[CH:3]=[C:4]([C:8]2[S:12][C:11]([C:13]3[CH:22]=[C:21]4[C:16]([CH2:17][CH2:18][NH:19][C:20]4=[O:23])=[CH:15][CH:14]=3)=[CH:10][CH:9]=2)[CH:5]=[N:6][CH:7]=1.[F:24][C:25]1[CH:30]=[C:29]([F:31])[CH:28]=[CH:27][C:26]=1[S:32](Cl)(=[O:34])=[O:33]. (6) Given the product [NH2:18][CH2:17][C:13]1[CH:14]=[C:15]2[C:10](=[CH:11][CH:12]=1)[NH:9][C:8]([CH2:6][OH:5])=[CH:16]2, predict the reactants needed to synthesize it. The reactants are: [AlH4-].[Li+].C([O:5][C:6]([C:8]1[NH:9][C:10]2[C:15]([CH:16]=1)=[CH:14][C:13]([C:17]#[N:18])=[CH:12][CH:11]=2)=O)C.[OH-].[Na+].[O-]S([O-])(=O)=O.[Mg+2]. (7) Given the product [O:16]=[C:14]1[NH:13][C:12](=[O:17])/[C:11](=[CH:10]/[C:9]2[CH:18]=[C:19]([O:24][CH3:25])[C:20]([O:22][CH3:23])=[CH:21][C:8]=2[N:5]2[CH2:6][CH2:7][CH:3]([NH:2][CH2:26][CH2:29][NH:30][C:31](=[O:37])[O:32][C:33]([CH3:36])([CH3:35])[CH3:34])[CH2:4]2)/[S:15]1, predict the reactants needed to synthesize it. The reactants are: C[N:2]([CH3:26])[CH:3]1[CH2:7][CH2:6][N:5]([C:8]2[CH:21]=[C:20]([O:22][CH3:23])[C:19]([O:24][CH3:25])=[CH:18][C:9]=2/[CH:10]=[C:11]2/[C:12](=[O:17])[NH:13][C:14](=[O:16])[S:15]/2)[CH2:4]1.O=C[CH2:29][NH:30][C:31](=[O:37])[O:32][C:33]([CH3:36])([CH3:35])[CH3:34].[Na].O. (8) Given the product [CH:17]12[CH2:23][CH:20]([CH2:21][CH2:22]1)[CH2:19][CH:18]2[CH2:24][C:25]([N:12]1[CH2:11][CH2:10][N:9]([C:4]2[C:3]([C:2]([F:1])([F:15])[F:16])=[CH:8][CH:7]=[CH:6][N:5]=2)[CH2:14][CH2:13]1)=[O:26], predict the reactants needed to synthesize it. The reactants are: [F:1][C:2]([F:16])([F:15])[C:3]1[C:4]([N:9]2[CH2:14][CH2:13][NH:12][CH2:11][CH2:10]2)=[N:5][CH:6]=[CH:7][CH:8]=1.[CH:17]12[CH2:23][CH:20]([CH2:21][CH2:22]1)[CH2:19][CH:18]2[CH2:24][C:25](O)=[O:26].F[P-](F)(F)(F)(F)F.N1(O[P+](N(C)C)(N(C)C)N(C)C)C2C=CC=CC=2N=N1. (9) Given the product [C:1]1([C:7]([C:17]2[CH:18]=[CH:19][CH:20]=[CH:21][CH:22]=2)=[CH:8][C:9]2[CH:14]=[C:13]([Br:15])[CH:12]=[C:11]([C:23]3[CH:28]=[CH:27][CH:26]=[CH:25][CH:24]=3)[CH:10]=2)[CH:2]=[CH:3][CH:4]=[CH:5][CH:6]=1, predict the reactants needed to synthesize it. The reactants are: [C:1]1([C:7]([C:17]2[CH:22]=[CH:21][CH:20]=[CH:19][CH:18]=2)=[CH:8][C:9]2[CH:14]=[C:13]([Br:15])[CH:12]=[C:11](Br)[CH:10]=2)[CH:6]=[CH:5][CH:4]=[CH:3][CH:2]=1.[C:23]1(B(O)O)[CH:28]=[CH:27][CH:26]=[CH:25][CH:24]=1.C(=O)([O-])[O-].[Na+].[Na+].